Dataset: Kir2.1 potassium channel HTS with 301,493 compounds. Task: Binary Classification. Given a drug SMILES string, predict its activity (active/inactive) in a high-throughput screening assay against a specified biological target. (1) The compound is Clc1c(c2oc(cc2)/C=N\c2[nH]ncn2)cc(Cl)cc1. The result is 0 (inactive). (2) The drug is Clc1ccc(C(=O)NNc2ncnc3sccc23)cc1. The result is 0 (inactive). (3) The molecule is O1CCN(C(CC(C)=C)C(=O)NCc2ccccc2)CC1. The result is 0 (inactive). (4) The molecule is O1C(COc2c1cccc2)C(=O)NNC(=O)CNC(=O)c1c(OC)cccc1. The result is 0 (inactive). (5) The compound is S(c1c2c(n(c(=O)c1)C)cccc2)CC(=O)Nc1cc2OCOc2cc1. The result is 0 (inactive).